This data is from Forward reaction prediction with 1.9M reactions from USPTO patents (1976-2016). The task is: Predict the product of the given reaction. Given the reactants [Si:1]([O:8][CH2:9][C@H:10]1[O:19][C@H:14]([O:15]/[CH:16]=[CH:17]/[CH3:18])[C@H:13]([O:20][CH2:21][CH2:22][C@H:23]([OH:35])[CH2:24][CH2:25][CH2:26][CH2:27][CH2:28][CH2:29][CH2:30][CH2:31][CH2:32][CH2:33][CH3:34])[C@@H:12]([O:36][CH2:37][CH2:38][CH2:39][CH2:40][CH2:41][CH2:42][CH2:43][CH2:44][CH2:45][CH3:46])[C@@H:11]1[OH:47])([C:4]([CH3:7])([CH3:6])[CH3:5])([CH3:3])[CH3:2].N1[CH:53]=[CH:52][CH:51]=CC=1.ClC(Cl)(O[C:58](=[O:64])[O:59][C:60](Cl)(Cl)Cl)Cl.[CH2:66](O)[CH:67]=C.[C:70]([O:73]CC)(=[O:72])C, predict the reaction product. The product is: [CH2:60]([O:59][C:58]([O:47][C@@H:11]1[C@@H:10]([CH2:9][O:8][Si:1]([C:4]([CH3:7])([CH3:6])[CH3:5])([CH3:3])[CH3:2])[O:19][C@H:14]([O:15]/[CH:16]=[CH:17]/[CH3:18])[C@H:13]([O:20][CH2:21][CH2:22][C@H:23]([O:35][C:70]([O:73][CH2:53][CH:52]=[CH2:51])=[O:72])[CH2:24][CH2:25][CH2:26][CH2:27][CH2:28][CH2:29][CH2:30][CH2:31][CH2:32][CH2:33][CH3:34])[C@H:12]1[O:36][CH2:37][CH2:38][CH2:39][CH2:40][CH2:41][CH2:42][CH2:43][CH2:44][CH2:45][CH3:46])=[O:64])[CH:66]=[CH2:67].